Predict the reaction yield, written as a fraction of the theoretical maximum amount of product (1.0 means a 100% yield; for example, 0.34 means a 34% yield). From a dataset of Reaction yield outcomes from USPTO patents with 853,638 reactions. The reactants are [CH2:1]([O:8][C:9]1[CH:24]=[CH:23][C:12]([NH:13][C:14]2[CH:19]=[CH:18][C:17]([CH:20]([CH3:22])[CH3:21])=[CH:16][CH:15]=2)=[CH:11][CH:10]=1)[C:2]1[CH:7]=[CH:6][CH:5]=[CH:4][CH:3]=1.[H-].[Na+].I[CH2:28][CH3:29]. The catalyst is CN(C=O)C. The product is [CH2:1]([O:8][C:9]1[CH:10]=[CH:11][C:12]([N:13]([CH2:28][CH3:29])[C:14]2[CH:15]=[CH:16][C:17]([CH:20]([CH3:21])[CH3:22])=[CH:18][CH:19]=2)=[CH:23][CH:24]=1)[C:2]1[CH:3]=[CH:4][CH:5]=[CH:6][CH:7]=1. The yield is 0.640.